Dataset: Forward reaction prediction with 1.9M reactions from USPTO patents (1976-2016). Task: Predict the product of the given reaction. (1) Given the reactants [C:1]([C:3]1[S:4][C:5]2[C:11]([C:12]#[N:13])=[C:10](/[N:14]=[CH:15]/[N:16](C)C)[CH:9]=[CH:8][C:6]=2[N:7]=1)#[N:2].[Cl:19][C:20]1[CH:21]=[C:22]([CH:24]=[CH:25][C:26]=1[F:27])N.[K+].[Br-], predict the reaction product. The product is: [Cl:19][C:20]1[CH:21]=[C:22]([NH:13][C:12]2[C:11]3[C:10](=[CH:9][CH:8]=[C:6]4[N:7]=[C:3]([C:1]#[N:2])[S:4][C:5]4=3)[N:14]=[CH:15][N:16]=2)[CH:24]=[CH:25][C:26]=1[F:27]. (2) Given the reactants [F:1][C:2]1[CH:7]=[C:6]([CH:8]([CH3:11])[CH2:9][OH:10])[CH:5]=[CH:4][C:3]=1[C:12]1[CH:13]=[C:14]([OH:18])[CH:15]=[CH:16][CH:17]=1.[CH2:19]([N:25]=[C:26]=[O:27])[CH2:20][CH2:21][CH2:22][CH2:23][CH3:24], predict the reaction product. The product is: [F:1][C:2]1[CH:7]=[C:6]([CH:8]([CH3:11])[CH2:9][OH:10])[CH:5]=[CH:4][C:3]=1[C:12]1[CH:13]=[C:14]([O:18][C:26](=[O:27])[NH:25][CH2:19][CH2:20][CH2:21][CH2:22][CH2:23][CH3:24])[CH:15]=[CH:16][CH:17]=1.